Dataset: Forward reaction prediction with 1.9M reactions from USPTO patents (1976-2016). Task: Predict the product of the given reaction. (1) Given the reactants [CH3:1][N:2]1[C:10]2[C:5](=[CH:6][C:7]([CH:11]=O)=[CH:8][CH:9]=2)[CH:4]=[CH:3]1.[CH3:13][NH2:14].[BH4-].[Na+].O, predict the reaction product. The product is: [CH3:13][NH:14][CH2:11][C:7]1[CH:6]=[C:5]2[C:10](=[CH:9][CH:8]=1)[N:2]([CH3:1])[CH:3]=[CH:4]2. (2) Given the reactants [CH3:1][C:2]([CH3:31])([CH3:30])[C@H:3]([NH:8][C:9]([N:11]1[C:19]2[CH2:18][CH2:17][N:16]([CH3:20])[CH2:15][C:14]=2[C:13]([C:21]2[CH:26]=[C:25]([F:27])[C:24]([F:28])=[CH:23][C:22]=2[F:29])=[N:12]1)=[O:10])[C:4]([NH:6][CH3:7])=[O:5].N[C@@H](C(C)(C)C)[C:34](NCCO)=[O:35], predict the reaction product. The product is: [OH:35][CH2:34][CH2:7][NH:6][C:4](=[O:5])[C@@H:3]([NH:8][C:9]([N:11]1[C:19]2[CH2:18][CH2:17][N:16]([CH3:20])[CH2:15][C:14]=2[C:13]([C:21]2[CH:26]=[C:25]([F:27])[C:24]([F:28])=[CH:23][C:22]=2[F:29])=[N:12]1)=[O:10])[C:2]([CH3:31])([CH3:30])[CH3:1]. (3) The product is: [Cl:1][C:2]1[CH:3]=[C:4]([CH:8]=[CH:9][C:10]=1[F:11])[C:5]([N:53]([C@@H:49]([CH:50]([CH3:52])[CH3:51])[CH2:48][N:44]1[CH2:45][CH2:46][CH2:47][C:42]([F:55])([F:41])[CH2:43]1)[CH3:54])=[O:7]. Given the reactants [Cl:1][C:2]1[CH:3]=[C:4]([CH:8]=[CH:9][C:10]=1[F:11])[C:5]([OH:7])=O.CN(C(ON1N=NC2C=CC=CC1=2)=[N+](C)C)C.[B-](F)(F)(F)F.CN1CCOCC1.[F:41][C:42]1([F:55])[CH2:47][CH2:46][CH2:45][N:44]([CH2:48][C@@H:49]([NH:53][CH3:54])[CH:50]([CH3:52])[CH3:51])[CH2:43]1, predict the reaction product. (4) Given the reactants I[C:2]1[CH:3]=[N:4][CH:5]=[CH:6][C:7]=1[CH2:8]O.[C:10]([N:13]1[C:20]2[CH:21]=[CH:22][CH:23]=[CH:24][C:19]=2[CH:18]=[CH:17]C2N=C(Cl)C(F)=CC=2C1)(=[O:12])[CH3:11], predict the reaction product. The product is: [C:10]([N:13]1[C:20]2[CH:21]=[CH:22][CH:23]=[CH:24][C:19]=2[CH:18]=[CH:17][C:2]2[CH:3]=[N:4][CH:5]=[CH:6][C:7]=2[CH2:8]1)(=[O:12])[CH3:11].